Dataset: Reaction yield outcomes from USPTO patents with 853,638 reactions. Task: Predict the reaction yield, written as a fraction of the theoretical maximum amount of product (1.0 means a 100% yield; for example, 0.34 means a 34% yield). (1) The reactants are [F:1][C:2]1[CH:7]=[CH:6][CH:5]=[C:4]([F:8])[C:3]=1[N:9]1[C:14]2[N:15]=[C:16](S(C)=O)[N:17]=[C:18]([C:19]3[CH:20]=[C:21]([CH:32]=[CH:33][C:34]=3[CH3:35])[C:22]([NH:24][C:25]3[CH:30]=[CH:29][C:28]([F:31])=[CH:27][CH:26]=3)=[O:23])[C:13]=2[CH2:12][NH:11][C:10]1=[O:39].C(N(C(C)C)CC)(C)C.[CH3:49][N:50]([CH3:54])[CH2:51][CH2:52][NH2:53]. The catalyst is C(Cl)Cl. The product is [F:1][C:2]1[CH:7]=[CH:6][CH:5]=[C:4]([F:8])[C:3]=1[N:9]1[C:14]2[N:15]=[C:16]([NH:53][CH2:52][CH2:51][N:50]([CH3:54])[CH3:49])[N:17]=[C:18]([C:19]3[CH:20]=[C:21]([CH:32]=[CH:33][C:34]=3[CH3:35])[C:22]([NH:24][C:25]3[CH:30]=[CH:29][C:28]([F:31])=[CH:27][CH:26]=3)=[O:23])[C:13]=2[CH2:12][NH:11][C:10]1=[O:39]. The yield is 0.420. (2) The reactants are [Cl:1][C:2]1[C:11]2[C:6](=[CH:7][CH:8]=[CH:9][C:10]=2[O:12][CH:13]2[CH2:18][CH2:17][N:16]([CH3:19])[CH2:15][CH2:14]2)[N:5]=[CH:4][N:3]=1.[F:20][C:21]1[CH:22]=[C:23]([CH:25]=[CH:26][CH:27]=1)[NH2:24]. No catalyst specified. The product is [ClH:1].[F:20][C:21]1[CH:22]=[C:23]([CH:25]=[CH:26][CH:27]=1)[NH:24][C:2]1[C:11]2[C:6](=[CH:7][CH:8]=[CH:9][C:10]=2[O:12][CH:13]2[CH2:18][CH2:17][N:16]([CH3:19])[CH2:15][CH2:14]2)[N:5]=[CH:4][N:3]=1. The yield is 0.260. (3) The reactants are C(N(CC)CC)C.[C:8](Cl)(=[O:10])[CH3:9].[N:12]1([C@H:18]2[CH2:21][C@H:20]([O:22][C:23]3[CH:28]=[CH:27][C:26]([C:29]4[S:30][C:31]5[CH2:32][NH:33][CH2:34][CH2:35][C:36]=5[N:37]=4)=[CH:25][CH:24]=3)[CH2:19]2)[CH2:17][CH2:16][CH2:15][CH2:14][CH2:13]1. The catalyst is ClCCl. The product is [C:8]([N:33]1[CH2:34][CH2:35][C:36]2[N:37]=[C:29]([C:26]3[CH:25]=[CH:24][C:23]([O:22][C@H:20]4[CH2:19][C@H:18]([N:12]5[CH2:17][CH2:16][CH2:15][CH2:14][CH2:13]5)[CH2:21]4)=[CH:28][CH:27]=3)[S:30][C:31]=2[CH2:32]1)(=[O:10])[CH3:9]. The yield is 0.540. (4) The reactants are Br[C:2]1[N:6]2[N:7]=[C:8]([NH:11][CH2:12][C:13]3[CH:18]=[CH:17][CH:16]=[CH:15][N:14]=3)[CH:9]=[CH:10][C:5]2=[N:4][CH:3]=1.[ClH:19].[CH3:20]COCC. No catalyst specified. The product is [ClH:19].[CH3:20][C:2]1[N:6]2[N:7]=[C:8]([NH:11][CH2:12][C:13]3[CH:18]=[CH:17][CH:16]=[CH:15][N:14]=3)[CH:9]=[CH:10][C:5]2=[N:4][CH:3]=1. The yield is 0.560. (5) The reactants are [F:1][C:2]1[CH:7]=[CH:6][C:5]([N:8]2[C:12]3([CH2:17][CH2:16][NH:15][CH2:14][CH2:13]3)[C:11](=[O:18])[NH:10][CH2:9]2)=[CH:4][CH:3]=1.C(N(C(C)C)CCN)(C)C.[C:29](O[C:29]([O:31][C:32]([CH3:35])([CH3:34])[CH3:33])=[O:30])([O:31][C:32]([CH3:35])([CH3:34])[CH3:33])=[O:30]. The catalyst is ClCCl. The product is [F:1][C:2]1[CH:7]=[CH:6][C:5]([N:8]2[C:12]3([CH2:13][CH2:14][N:15]([C:29]([O:31][C:32]([CH3:35])([CH3:34])[CH3:33])=[O:30])[CH2:16][CH2:17]3)[C:11](=[O:18])[NH:10][CH2:9]2)=[CH:4][CH:3]=1. The yield is 0.990. (6) The yield is 0.280. The product is [CH2:1]([CH:3]1[C:11]2[C:6](=[CH:7][CH:8]=[C:9]([C:12]3[CH:13]=[N:14][N:15]([CH3:17])[CH:16]=3)[CH:10]=2)[N:5]([C:19]2[C:23]3[CH2:24][N:25]([C:28](=[O:30])[CH3:29])[CH2:26][CH2:27][C:22]=3[N:21]([CH:31]3[CH2:32][O:33][CH2:34]3)[N:20]=2)[CH2:4]1)[CH3:2]. The catalyst is O1CCOCC1.O. The reactants are [CH2:1]([CH:3]1[C:11]2[C:6](=[CH:7][CH:8]=[C:9]([C:12]3[CH:13]=[N:14][N:15]([CH3:17])[CH:16]=3)[CH:10]=2)[NH:5][CH2:4]1)[CH3:2].Br[C:19]1[C:23]2[CH2:24][N:25]([C:28](=[O:30])[CH3:29])[CH2:26][CH2:27][C:22]=2[N:21]([CH:31]2[CH2:34][O:33][CH2:32]2)[N:20]=1.C(O[Na])(C)(C)C.COC(C)(C)C.C1(P(C2CCCCC2)C2C=CC=CC=2C2C(OC(C)C)=CC=CC=2OC(C)C)CCCCC1. (7) The reactants are [C:1]1([C:7]2([CH3:17])[C:12](=O)[N:11]([CH3:14])[C:10](=[O:15])[NH:9][C:8]2=O)[CH2:6][CH2:5][CH2:4][CH2:3][CH:2]=1.CN(C=O)C.[Cr](O[Cr]([O-])(=O)=O)([O-])(=O)=O.[NH+]1C=CC=CC=1.[NH+]1C=CC=CC=1.O. The catalyst is C(Cl)Cl. The product is [C:1]1([C:7]2([CH3:17])[CH2:12][N:11]([CH3:14])[C:10](=[O:15])[NH:9][CH2:8]2)[CH2:6][CH2:5][CH2:4][CH2:3][CH:2]=1. The yield is 0.510. (8) The reactants are [N+:1]([C:4]1[CH:5]=[C:6]([NH2:10])[CH:7]=[CH:8][CH:9]=1)([O-:3])=[O:2].[N:11]([O-])=O.[Na+].[Cl:15][Sn]Cl.O. The catalyst is O.Cl. The product is [ClH:15].[N+:1]([C:4]1[CH:5]=[C:6]([NH:10][NH2:11])[CH:7]=[CH:8][CH:9]=1)([O-:3])=[O:2]. The yield is 0.730. (9) The reactants are O([BH-](OC(C)=O)OC(C)=O)C(C)=O.[Na+].[Cl:15][C:16]1[N:21]=[C:20]([NH2:22])[CH:19]=[N:18][CH:17]=1.[CH:23]1([O:28][C:29]2[CH:30]=[C:31]([CH:34]=[CH:35][C:36]=2[O:37][CH3:38])[CH:32]=O)[CH2:27][CH2:26][CH2:25][CH2:24]1. The catalyst is ClCCCl.CC(O)=O. The product is [Cl:15][C:16]1[N:21]=[C:20]([NH:22][CH2:32][C:31]2[CH:34]=[CH:35][C:36]([O:37][CH3:38])=[C:29]([O:28][CH:23]3[CH2:27][CH2:26][CH2:25][CH2:24]3)[CH:30]=2)[CH:19]=[N:18][CH:17]=1. The yield is 0.100.